Predict hERG channel inhibition at various concentrations. From a dataset of hERG Central: cardiac toxicity at 1µM, 10µM, and general inhibition. (1) The drug is Cc1ccccc1OCc1nnc(SCCN2CCCC2)n1-c1ccccc1.Cl. Results: hERG_inhib (hERG inhibition (general)): blocker. (2) The drug is CN1CCN(c2ccc(Cl)cc2NC(=O)/C=C/c2cccc(F)c2)CC1. Results: hERG_inhib (hERG inhibition (general)): blocker. (3) The drug is O=C1NC(=O)C(CCc2ccncc2)(CCc2ccncc2)C(=O)N1Cc1ccccc1. Results: hERG_inhib (hERG inhibition (general)): blocker. (4) Results: hERG_inhib (hERG inhibition (general)): blocker. The molecule is Cc1cc(C)nc(Nc2ncn[nH]2)n1. (5) The compound is O=C(CNC(=O)c1ccc(OC(F)F)cc1)NCc1ccccn1. Results: hERG_inhib (hERG inhibition (general)): blocker. (6) The compound is Nc1nnc(SCC(=O)Nc2ccc(F)c(Cl)c2)n1-c1ccccc1. Results: hERG_inhib (hERG inhibition (general)): blocker. (7) The compound is FC(F)(F)c1ccc2c(c1)nnn2C1CCN(Cc2nnnn2Cc2ccccc2)CC1. Results: hERG_inhib (hERG inhibition (general)): blocker.